From a dataset of Reaction yield outcomes from USPTO patents with 853,638 reactions. Predict the reaction yield, written as a fraction of the theoretical maximum amount of product (1.0 means a 100% yield; for example, 0.34 means a 34% yield). (1) The reactants are [I-:1].[Na+].[C:3]([C:6]1[CH:7]=[CH:8][C:9]([O:14][CH2:15][C:16]([CH2:18]Cl)=[CH2:17])=[C:10]([CH:13]=1)[CH:11]=[O:12])(=[O:5])[CH3:4].O. The catalyst is CC(C)=O. The product is [C:3]([C:6]1[CH:7]=[CH:8][C:9]([O:14][CH2:15][C:16]([CH2:18][I:1])=[CH2:17])=[C:10]([CH:13]=1)[CH:11]=[O:12])(=[O:5])[CH3:4]. The yield is 1.00. (2) The reactants are [F:1][C:2]1[C:7]2[CH2:8][CH2:9][C:10]3[CH:15]=[CH:14][N:13]=[CH:12][C:11]=3[CH:16]([NH2:17])[C:6]=2[CH:5]=[CH:4][CH:3]=1.C1N=CN([C:23]([N:25]2[CH:29]=[N:28][CH:27]=[CH:26]2)=[O:24])C=1.NCC1N=C[C:35]([C:38]([O:40][CH3:41])=[O:39])=[CH:34][C:33]=1[Cl:42]. The catalyst is CN(C=O)C. The product is [Cl:42][C:33]1[CH:34]=[C:35]([C:38]([O:40][CH3:41])=[O:39])[CH:29]=[N:28][C:27]=1[CH2:26][NH:25][C:23]([NH:17][CH:16]1[C:11]2[CH:12]=[N:13][CH:14]=[CH:15][C:10]=2[CH2:9][CH2:8][C:7]2[C:2]([F:1])=[CH:3][CH:4]=[CH:5][C:6]1=2)=[O:24]. The yield is 0.630. (3) The reactants are C(O[C:6]([N:8]1[CH2:13][CH2:12][CH2:11][C:10]([CH:15]([O:23][C:24]2[C:32]3[C:27](=[CH:28][CH:29]=[C:30]([F:33])[CH:31]=3)[NH:26][N:25]=2)C2C=CC=CC=2F)(C)[CH2:9]1)=O)(C)(C)C.[ClH:34]. The catalyst is CCOC(C)=O.O1CCOCC1. The product is [ClH:34].[F:33][C:30]1[CH:31]=[C:32]2[C:27](=[CH:28][CH:29]=1)[N:26]([C:29]1[CH:28]=[CH:27][CH:32]=[CH:31][C:30]=1[F:33])[N:25]=[C:24]2[O:23][CH2:15][CH:10]1[CH2:11][CH2:12][CH2:13][N:8]([CH3:6])[CH2:9]1. The yield is 0.817. (4) The reactants are Cl[C:2]1[N:7]=[C:6]([NH:8][CH:9]2[CH2:11][CH2:10]2)[N:5]=[C:4]([C:12]2[CH:17]=[CH:16][C:15]([CH3:18])=[CH:14][CH:13]=2)[C:3]=1[C:19]#[N:20].[SH:21][CH2:22][C:23]([NH2:25])=[O:24].C(=O)([O-])[O-].[Na+].[Na+].[O-]CC.[Na+]. The catalyst is C(O)C. The product is [NH2:20][C:19]1[C:3]2[C:4]([C:12]3[CH:17]=[CH:16][C:15]([CH3:18])=[CH:14][CH:13]=3)=[N:5][C:6]([NH:8][CH:9]3[CH2:11][CH2:10]3)=[N:7][C:2]=2[S:21][C:22]=1[C:23]([NH2:25])=[O:24]. The yield is 0.350. (5) The product is [CH2:11]([O:10][C:7]1[CH:8]=[CH:9][C:2]([Br:1])=[C:3]([CH:6]=1)[CH:4]=[O:5])[C:12]1[CH:17]=[CH:16][CH:15]=[CH:14][CH:13]=1. The reactants are [Br:1][C:2]1[CH:9]=[CH:8][C:7]([OH:10])=[CH:6][C:3]=1[CH:4]=[O:5].[CH2:11](Br)[C:12]1[CH:17]=[CH:16][CH:15]=[CH:14][CH:13]=1.C([O-])([O-])=O.[Cs+].[Cs+]. The yield is 1.00. The catalyst is CN(C=O)C. (6) The reactants are [CH:1]1([N:6]2[C:10]3[CH:11]=[CH:12][C:13]([C:15]([O:17][CH2:18][CH3:19])=[O:16])=[CH:14][C:9]=3[N:8]=[C:7]2[C:20]2[CH:25]=[CH:24][C:23]([N+:26]([O-])=O)=[CH:22][CH:21]=2)[CH2:5][CH2:4][CH2:3][CH2:2]1. The catalyst is O1CCCC1.C(O)C.[C].[Pd]. The product is [NH2:26][C:23]1[CH:24]=[CH:25][C:20]([C:7]2[N:6]([CH:1]3[CH2:5][CH2:4][CH2:3][CH2:2]3)[C:10]3[CH:11]=[CH:12][C:13]([C:15]([O:17][CH2:18][CH3:19])=[O:16])=[CH:14][C:9]=3[N:8]=2)=[CH:21][CH:22]=1. The yield is 0.980. (7) The reactants are [CH3:1][O:2][C:3](=[O:23])[NH:4][CH:5]([C:9]([N:11]1[CH2:15][CH2:14][CH2:13][CH:12]1[C:16]1[NH:17][C:18]([C:21]#[CH:22])=[CH:19][N:20]=1)=[O:10])[CH:6]([CH3:8])[CH3:7].[CH3:24][O:25][C:26](=[O:51])[NH:27][CH:28]([C:32]([N:34]1[CH2:38][CH2:37][CH2:36][CH:35]1[C:39]1[NH:40][C:41]([C:44]2[CH:49]=[CH:48][C:47](Br)=[CH:46][CH:45]=2)=[CH:42][N:43]=1)=[O:33])[CH:29]([CH3:31])[CH3:30].C(N(CC)CC)C.O. The catalyst is CN(C=O)C.C1C=CC([P]([Pd]([P](C2C=CC=CC=2)(C2C=CC=CC=2)C2C=CC=CC=2)([P](C2C=CC=CC=2)(C2C=CC=CC=2)C2C=CC=CC=2)[P](C2C=CC=CC=2)(C2C=CC=CC=2)C2C=CC=CC=2)(C2C=CC=CC=2)C2C=CC=CC=2)=CC=1.[Cu]I. The product is [CH3:1][O:2][C:3](=[O:23])[NH:4][CH:5]([C:9]([N:11]1[CH2:15][CH2:14][CH2:13][CH:12]1[C:16]1[NH:17][C:18]([C:21]#[C:22][C:47]2[CH:48]=[CH:49][C:44]([C:41]3[NH:40][C:39]([CH:35]4[CH2:36][CH2:37][CH2:38][N:34]4[C:32](=[O:33])[CH:28]([NH:27][C:26]([O:25][CH3:24])=[O:51])[CH:29]([CH3:31])[CH3:30])=[N:43][CH:42]=3)=[CH:45][CH:46]=2)=[CH:19][N:20]=1)=[O:10])[CH:6]([CH3:8])[CH3:7]. The yield is 0.240. (8) The reactants are [F:1][C:2]1[CH:30]=[CH:29][CH:28]=[CH:27][C:3]=1[O:4][C:5]1[CH:10]=[CH:9][C:8]([C:11]2[C:19]3[C:14](=[N:15][CH:16]=[N:17][C:18]=3[NH2:20])[N:13]([C@@H:21]3[CH2:26][CH2:25][CH2:24][NH:23][CH2:22]3)[N:12]=2)=[CH:7][CH:6]=1.N1(C(N2C=CN=C2)=O)C=CN=C1.[C:43]([CH2:45][C:46](O)=[O:47])#[N:44]. The catalyst is ClCCl. The product is [NH2:20][C:18]1[N:17]=[CH:16][N:15]=[C:14]2[N:13]([C@@H:21]3[CH2:26][CH2:25][CH2:24][N:23]([C:46](=[O:47])[CH2:45][C:43]#[N:44])[CH2:22]3)[N:12]=[C:11]([C:8]3[CH:7]=[CH:6][C:5]([O:4][C:3]4[CH:27]=[CH:28][CH:29]=[CH:30][C:2]=4[F:1])=[CH:10][CH:9]=3)[C:19]=12. The yield is 0.510.